Dataset: Serine/threonine kinase 33 screen with 319,792 compounds. Task: Binary Classification. Given a drug SMILES string, predict its activity (active/inactive) in a high-throughput screening assay against a specified biological target. (1) The drug is N(CCC)(CCC)c1nc(N(CCC)CCC)nc(n1)C#N. The result is 0 (inactive). (2) The drug is Fc1ccc(cc1)/C=C\C(OCC(=O)NCc1occc1)=O. The result is 0 (inactive). (3) The drug is S(=O)(=O)(N(CC1Oc2c(C(=O)N(CC1C)C(CO)C)cccc2NS(=O)(=O)c1ncn(c1)C)C)c1ccc(OC)cc1. The result is 0 (inactive). (4) The molecule is O(CCCNC(=O)C(=O)N\N=C\c1ccc(OCc2ccccc2)cc1)C(C)C. The result is 0 (inactive).